From a dataset of NCI-60 drug combinations with 297,098 pairs across 59 cell lines. Regression. Given two drug SMILES strings and cell line genomic features, predict the synergy score measuring deviation from expected non-interaction effect. (1) Drug 1: CNC(=O)C1=CC=CC=C1SC2=CC3=C(C=C2)C(=NN3)C=CC4=CC=CC=N4. Drug 2: CC1=C2C(C(=O)C3(C(CC4C(C3C(C(C2(C)C)(CC1OC(=O)C(C(C5=CC=CC=C5)NC(=O)C6=CC=CC=C6)O)O)OC(=O)C7=CC=CC=C7)(CO4)OC(=O)C)O)C)OC(=O)C. Cell line: PC-3. Synergy scores: CSS=53.3, Synergy_ZIP=11.0, Synergy_Bliss=10.9, Synergy_Loewe=-41.8, Synergy_HSA=9.08. (2) Drug 1: CS(=O)(=O)OCCCCOS(=O)(=O)C. Drug 2: C1CNP(=O)(OC1)N(CCCl)CCCl. Cell line: OVCAR-4. Synergy scores: CSS=-1.86, Synergy_ZIP=1.58, Synergy_Bliss=0.789, Synergy_Loewe=-1.86, Synergy_HSA=-2.31. (3) Drug 1: CC12CCC3C(C1CCC2=O)CC(=C)C4=CC(=O)C=CC34C. Drug 2: CCC1(C2=C(COC1=O)C(=O)N3CC4=CC5=C(C=CC(=C5CN(C)C)O)N=C4C3=C2)O.Cl. Cell line: OVCAR-8. Synergy scores: CSS=58.6, Synergy_ZIP=-3.52, Synergy_Bliss=-0.391, Synergy_Loewe=-4.56, Synergy_HSA=1.40. (4) Cell line: SN12C. Synergy scores: CSS=28.7, Synergy_ZIP=-3.19, Synergy_Bliss=-5.10, Synergy_Loewe=-12.4, Synergy_HSA=-3.78. Drug 2: CC1=C2C(C(=O)C3(C(CC4C(C3C(C(C2(C)C)(CC1OC(=O)C(C(C5=CC=CC=C5)NC(=O)OC(C)(C)C)O)O)OC(=O)C6=CC=CC=C6)(CO4)OC(=O)C)OC)C)OC. Drug 1: CNC(=O)C1=CC=CC=C1SC2=CC3=C(C=C2)C(=NN3)C=CC4=CC=CC=N4. (5) Drug 1: CCN(CC)CCNC(=O)C1=C(NC(=C1C)C=C2C3=C(C=CC(=C3)F)NC2=O)C. Drug 2: C(CN)CNCCSP(=O)(O)O. Cell line: HT29. Synergy scores: CSS=-1.64, Synergy_ZIP=2.93, Synergy_Bliss=3.55, Synergy_Loewe=3.30, Synergy_HSA=-1.89. (6) Drug 1: CC12CCC(CC1=CCC3C2CCC4(C3CC=C4C5=CN=CC=C5)C)O. Drug 2: CC(C)CN1C=NC2=C1C3=CC=CC=C3N=C2N. Cell line: RPMI-8226. Synergy scores: CSS=40.8, Synergy_ZIP=3.82, Synergy_Bliss=1.14, Synergy_Loewe=-2.67, Synergy_HSA=-2.87. (7) Drug 1: C1CCN(CC1)CCOC2=CC=C(C=C2)C(=O)C3=C(SC4=C3C=CC(=C4)O)C5=CC=C(C=C5)O. Drug 2: COCCOC1=C(C=C2C(=C1)C(=NC=N2)NC3=CC=CC(=C3)C#C)OCCOC.Cl. Cell line: NCI-H226. Synergy scores: CSS=5.09, Synergy_ZIP=-0.503, Synergy_Bliss=3.01, Synergy_Loewe=-5.72, Synergy_HSA=-2.65.